Predict the product of the given reaction. From a dataset of Forward reaction prediction with 1.9M reactions from USPTO patents (1976-2016). (1) Given the reactants S(Cl)(Cl)=O.[C:5]([O:9][C:10](=[O:43])[NH:11][CH2:12][C@H:13]1[CH2:18][CH2:17][C@H:16]([CH2:19][C:20](=O)[NH:21][NH:22][C:23]2[N:24]=[C:25]3[CH:31]=[CH:30][N:29](S(C4C=CC(C)=CC=4)(=O)=O)[C:26]3=[N:27][CH:28]=2)[CH2:15][CH2:14]1)([CH3:8])([CH3:7])[CH3:6].C([O-])([O-])=O.[Na+].[Na+].[OH-].[Na+], predict the reaction product. The product is: [C:5]([O:9][C:10](=[O:43])[NH:11][CH2:12][C@H:13]1[CH2:18][CH2:17][C@H:16]([CH2:19][C:20]2[N:24]3[C:25]4[CH:31]=[CH:30][NH:29][C:26]=4[N:27]=[CH:28][C:23]3=[N:22][N:21]=2)[CH2:15][CH2:14]1)([CH3:8])([CH3:7])[CH3:6]. (2) Given the reactants [C:1]([NH:8][CH2:9][CH2:10][C:11]1[CH:19]=[C:18]([F:20])[C:14]([C:15](O)=[O:16])=[C:13]([F:21])[CH:12]=1)([O:3][C:4]([CH3:7])([CH3:6])[CH3:5])=[O:2].C([N:24](CC)CC)C.ClC(OCC)=O.N, predict the reaction product. The product is: [C:1]([NH:8][CH2:9][CH2:10][C:11]1[CH:19]=[C:18]([F:20])[C:14]([C:15]([NH2:24])=[O:16])=[C:13]([F:21])[CH:12]=1)([O:3][C:4]([CH3:7])([CH3:6])[CH3:5])=[O:2]. (3) The product is: [CH3:21][CH:9]1[C:8]2[CH:22]=[C:4]3[NH:31][C:25](=[O:27])[CH2:24][O:23][C:5]3=[CH:6][C:7]=2[CH2:13][CH2:12][N:11]([C:14]([O:16][C:17]([CH3:19])([CH3:18])[CH3:20])=[O:15])[CH2:10]1. Given the reactants C([C:4]1[C:5]([O:23][CH2:24][C:25]([O:27]CC)=O)=[CH:6][C:7]2[CH2:13][CH2:12][N:11]([C:14]([O:16][C:17]([CH3:20])([CH3:19])[CH3:18])=[O:15])[CH2:10][CH:9]([CH3:21])[C:8]=2[CH:22]=1)(=O)C.Cl.[NH2:31]O, predict the reaction product. (4) Given the reactants [CH2:1]([O:8][C:9]1[N:10]=[N:11][C:12]([C:23]#[C:24][C:25]2[CH:30]=[CH:29][CH:28]=[CH:27][CH:26]=2)=[CH:13][C:14]=1[O:15][CH2:16][C:17]1[CH:22]=[CH:21][CH:20]=[CH:19][CH:18]=1)[C:2]1[CH:7]=[CH:6][CH:5]=[CH:4][CH:3]=1.C(OC1N=NC(Cl)=CC=1OCC1C=CC=CC=1)C1C=CC=CC=1.C(C1C=CC=C([F:62])C=1)#C, predict the reaction product. The product is: [CH2:1]([O:8][C:9]1[N:10]=[N:11][C:12]([C:23]#[C:24][C:25]2[CH:30]=[CH:29][CH:28]=[C:27]([F:62])[CH:26]=2)=[CH:13][C:14]=1[O:15][CH2:16][C:17]1[CH:18]=[CH:19][CH:20]=[CH:21][CH:22]=1)[C:2]1[CH:3]=[CH:4][CH:5]=[CH:6][CH:7]=1.